This data is from Full USPTO retrosynthesis dataset with 1.9M reactions from patents (1976-2016). The task is: Predict the reactants needed to synthesize the given product. (1) The reactants are: [F:1][CH:2]([CH2:7][CH2:8][CH2:9][C:10]1[CH:15]=[CH:14][CH:13]=[CH:12][CH:11]=1)[C:3]([O:5]C)=O.[F:16][C:17]([Si](C)(C)C)([F:19])[F:18].Cl. Given the product [F:16][C:17]([F:19])([F:18])[C:3](=[O:5])[CH:2]([F:1])[CH2:7][CH2:8][CH2:9][C:10]1[CH:15]=[CH:14][CH:13]=[CH:12][CH:11]=1, predict the reactants needed to synthesize it. (2) Given the product [CH3:27][C:24]1[CH:25]=[CH:26][C:21]([S:18]([N:17]([CH3:28])[C:14]2[CH:15]=[C:16]3[C:11]([CH:10]=[C:9]([C:29]4[C:30](=[O:41])[NH:31][N:32]=[C:33]([C:35]5[CH:36]=[CH:37][N:38]=[CH:39][CH:40]=5)[CH:34]=4)[NH:8]3)=[CH:12][CH:13]=2)(=[O:20])=[O:19])=[CH:22][CH:23]=1, predict the reactants needed to synthesize it. The reactants are: C(OC([N:8]1[C:16]2[C:11](=[CH:12][CH:13]=[C:14]([N:17]([CH3:28])[S:18]([C:21]3[CH:26]=[CH:25][C:24]([CH3:27])=[CH:23][CH:22]=3)(=[O:20])=[O:19])[CH:15]=2)[CH:10]=[C:9]1[C:29]1[CH:34]=[C:33]([C:35]2[CH:40]=[CH:39][N:38]=[CH:37][CH:36]=2)[N:32]=[N:31][C:30]=1[O:41]C)=O)(C)(C)C.[OH-].[Na+]. (3) Given the product [CH3:38][N:2]([CH3:1])[C:3]([C:5]1[CH:10]=[CH:9][C:8]([C:11]2[CH:16]=[CH:15][C:14]([C@@H:17]([N:19]3[CH2:24][CH2:23][C:22]4([CH2:36][CH2:35][C:27](=[O:28])[CH2:26][CH2:25]4)[O:21][C:20]3=[O:37])[CH3:18])=[CH:13][CH:12]=2)=[CH:7][N:6]=1)=[O:4], predict the reactants needed to synthesize it. The reactants are: [CH3:1][N:2]([CH3:38])[C:3]([C:5]1[CH:10]=[CH:9][C:8]([C:11]2[CH:16]=[CH:15][C:14]([C@@H:17]([N:19]3[CH2:24][CH2:23][C:22]4([CH2:36][CH2:35][C:27]5(OCC(C)(C)C[O:28]5)[CH2:26][CH2:25]4)[O:21][C:20]3=[O:37])[CH3:18])=[CH:13][CH:12]=2)=[CH:7][N:6]=1)=[O:4]. (4) Given the product [F:43][C:44]1[CH:70]=[C:69]([NH2:71])[CH:68]=[CH:67][C:45]=1[O:46][C:47]1[C:52]2=[C:53]([CH3:66])[C:54]([O:56][CH2:57][CH2:58][N:59]3[CH2:60][CH2:61][N:62]([CH3:65])[CH2:63][CH2:64]3)=[CH:55][N:51]2[N:50]=[CH:49][N:48]=1, predict the reactants needed to synthesize it. The reactants are: Cl.FC1C=C(C(C(NC2C=CC(F)=CC=2)=O)C(N)=O)C=CC=1OC1C2=C(C)C(OCCN3CCOCC3)=CN2N=CN=1.[F:43][C:44]1[CH:70]=[C:69]([N+:71]([O-])=O)[CH:68]=[CH:67][C:45]=1[O:46][C:47]1[C:52]2=[C:53]([CH3:66])[C:54]([O:56][CH2:57][CH2:58][N:59]3[CH2:64][CH2:63][N:62]([CH3:65])[CH2:61][CH2:60]3)=[CH:55][N:51]2[N:50]=[CH:49][N:48]=1.